Dataset: Reaction yield outcomes from USPTO patents with 853,638 reactions. Task: Predict the reaction yield, written as a fraction of the theoretical maximum amount of product (1.0 means a 100% yield; for example, 0.34 means a 34% yield). (1) The reactants are Cl[C:2]1[N:7]=[C:6]([Cl:8])[C:5]([C:9]([F:12])([F:11])[F:10])=[CH:4][N:3]=1.C(O)(C)(C)C.C(N(CC)CC)C.[NH2:25][C@H:26]1[CH2:31][CH2:30][CH2:29][N:28]([C:32]([O:34][C:35]([CH3:38])([CH3:37])[CH3:36])=[O:33])[CH2:27]1. The catalyst is ClC(Cl)C.CCOC(C)=O.CCCCCC.[Cl-].[Zn+2].[Cl-]. The product is [Cl:8][C:6]1[C:5]([C:9]([F:12])([F:11])[F:10])=[CH:4][N:3]=[C:2]([NH:25][C@H:26]2[CH2:31][CH2:30][CH2:29][N:28]([C:32]([O:34][C:35]([CH3:38])([CH3:37])[CH3:36])=[O:33])[CH2:27]2)[N:7]=1. The yield is 0.570. (2) The reactants are [NH2:1][C:2]1[CH:7]=[CH:6][CH:5]=[CH:4][N:3]=1.[C:8]([CH:11]1[CH2:15][CH2:14][O:13][C:12]1=O)(=O)[CH3:9].P(Cl)(Cl)([Cl:19])=O. The catalyst is C1(C)C=CC=CC=1. The product is [Cl:19][CH2:14][CH2:15][C:11]1[C:12](=[O:13])[N:3]2[CH:4]=[CH:5][CH:6]=[CH:7][C:2]2=[N:1][C:8]=1[CH3:9]. The yield is 0.520. (3) The reactants are [F:1][C:2]([F:12])([F:11])[O:3][C:4]1[CH:10]=[CH:9][C:7]([NH2:8])=[CH:6][CH:5]=1.[N:13]1[C:20]([Cl:21])=[N:19][C:17](Cl)=[N:16][C:14]=1[Cl:15].C(=O)([O-])[O-].[K+].[K+].Cl. The catalyst is O1CCCC1.C(OCC)(=O)C. The product is [Cl:15][C:14]1[N:13]=[C:20]([Cl:21])[N:19]=[C:17]([NH:8][C:7]2[CH:9]=[CH:10][C:4]([O:3][C:2]([F:11])([F:12])[F:1])=[CH:5][CH:6]=2)[N:16]=1. The yield is 0.990. (4) The reactants are Cl[C:2]1[C:11]([CH3:12])=[CH:10][C:9]2[C:4](=[CH:5][CH:6]=[C:7]([O:13][CH3:14])[CH:8]=2)[N:3]=1.[CH3:15][O:16][C:17]([C:19]1[CH:24]=[CH:23][C:22](B(O)O)=[CH:21][CH:20]=1)=[O:18].CN(C=O)C. The catalyst is O.C1C=CC(P(C2C=CC=CC=2)[C-]2C=CC=C2)=CC=1.C1C=CC(P(C2C=CC=CC=2)[C-]2C=CC=C2)=CC=1.Cl[Pd]Cl.[Fe+2]. The product is [CH3:14][O:13][C:7]1[CH:8]=[C:9]2[C:4](=[CH:5][CH:6]=1)[N:3]=[C:2]([C:22]1[CH:23]=[CH:24][C:19]([C:17]([O:16][CH3:15])=[O:18])=[CH:20][CH:21]=1)[C:11]([CH3:12])=[CH:10]2. The yield is 0.250. (5) The reactants are Cl[CH2:2][CH2:3][CH2:4][CH2:5][CH2:6][CH2:7][C:8]#[C:9][CH2:10][CH2:11][CH2:12][CH3:13].[I-:14].[K+].[N:16]1[CH:21]=[CH:20][CH:19]=[CH:18][C:17]=1[CH3:22]. The catalyst is CC(=O)CC. The product is [I-:14].[CH2:2]([N+:16]1[CH:21]=[CH:20][CH:19]=[CH:18][C:17]=1[CH3:22])[CH2:3][CH2:4][CH2:5][CH2:6][CH2:7][C:8]#[C:9][CH2:10][CH2:11][CH2:12][CH3:13]. The yield is 0.850. (6) The reactants are [NH2:1][C:2]1[CH:9]=[CH:8][CH:7]=[C:6]([CH:10]=[C:11]([CH3:13])[CH3:12])[C:3]=1[C:4]#[N:5].[S:14](Cl)(=[O:17])(=[O:16])[NH2:15]. The catalyst is CN(C)C(=O)C. The product is [S:14]([NH:1][C:2]1[CH:9]=[CH:8][CH:7]=[C:6]([CH:10]=[C:11]([CH3:13])[CH3:12])[C:3]=1[C:4]#[N:5])(=[O:17])(=[O:16])[NH2:15]. The yield is 0.930.